This data is from Full USPTO retrosynthesis dataset with 1.9M reactions from patents (1976-2016). The task is: Predict the reactants needed to synthesize the given product. (1) Given the product [Cl:1][C:2]1[CH:10]=[CH:9][C:5]([C:6]([NH:36][CH2:35][CH:34]([C:29]2[CH:30]=[CH:31][C:32]([Cl:33])=[C:27]([Cl:26])[CH:28]=2)[CH3:37])=[O:8])=[C:4]([NH:11][S:12]([C:15]2[C:16]3[N:17]=[CH:18][CH:19]=[N:20][C:21]=3[CH:22]=[CH:23][CH:24]=2)(=[O:13])=[O:14])[CH:3]=1, predict the reactants needed to synthesize it. The reactants are: [Cl:1][C:2]1[CH:10]=[CH:9][C:5]([C:6]([OH:8])=O)=[C:4]([NH:11][S:12]([C:15]2[C:16]3[N:17]=[CH:18][CH:19]=[N:20][C:21]=3[CH:22]=[CH:23][CH:24]=2)(=[O:14])=[O:13])[CH:3]=1.Cl.[Cl:26][C:27]1[CH:28]=[C:29]([CH:34]([CH3:37])[CH2:35][NH2:36])[CH:30]=[CH:31][C:32]=1[Cl:33]. (2) Given the product [F:1][C:2]1[CH:7]=[CH:6][C:5]([NH:8][C:9](=[O:10])[O:18][CH2:19][CH2:20][O:21][C:22]2[C:27]([CH3:28])=[CH:26][C:25]([C:29]3[NH:38][C:37](=[O:39])[C:36]4[C:31](=[CH:32][C:33]([O:42][CH3:43])=[CH:34][C:35]=4[O:40][CH3:41])[N:30]=3)=[CH:24][C:23]=2[CH3:44])=[CH:4][CH:3]=1, predict the reactants needed to synthesize it. The reactants are: [F:1][C:2]1[CH:7]=[CH:6][C:5]([N:8]=[C:9]=[O:10])=[CH:4][CH:3]=1.CCN(CC)CC.[OH:18][CH2:19][CH2:20][O:21][C:22]1[C:27]([CH3:28])=[CH:26][C:25]([C:29]2[NH:38][C:37](=[O:39])[C:36]3[C:31](=[CH:32][C:33]([O:42][CH3:43])=[CH:34][C:35]=3[O:40][CH3:41])[N:30]=2)=[CH:24][C:23]=1[CH3:44]. (3) Given the product [C:1]1([N:7]2[CH2:12][CH2:11][N:10]([CH2:14][C:15]([O:17][CH2:18][CH3:19])=[O:16])[CH2:9][CH2:8]2)[CH:6]=[CH:5][CH:4]=[CH:3][CH:2]=1, predict the reactants needed to synthesize it. The reactants are: [C:1]1([N:7]2[CH2:12][CH2:11][NH:10][CH2:9][CH2:8]2)[CH:6]=[CH:5][CH:4]=[CH:3][CH:2]=1.Cl[CH2:14][C:15]([O:17][CH2:18][CH3:19])=[O:16].C([O-])(O)=O.[Na+]. (4) Given the product [CH2:4]([O:3][C:1](=[O:2])[CH2:12][CH2:13][C:14]([OH:16])=[O:15])[C:5]1[CH:10]=[CH:9][CH:8]=[CH:7][CH:6]=1, predict the reactants needed to synthesize it. The reactants are: [CH:1]([O:3][CH2:4][C:5]1[CH:10]=[CH:9][CH:8]=[CH:7][CH:6]=1)=[O:2].C(O)(=O)[CH2:12][CH2:13][C:14]([OH:16])=[O:15]. (5) Given the product [CH:2]([C:3]([O:5][C:6]([CH3:7])([CH3:8])[CH3:9])=[O:4])([C:1]([O:11][C:12]([CH3:15])([CH3:14])[CH3:13])=[O:10])[CH2:17][C:18]([O:20][CH2:21][CH3:22])=[O:19], predict the reactants needed to synthesize it. The reactants are: [C:1]([O:11][C:12]([CH3:15])([CH3:14])[CH3:13])(=[O:10])[CH2:2][C:3]([O:5][C:6]([CH3:9])([CH3:8])[CH3:7])=[O:4].Cl[CH2:17][C:18]([O:20][CH2:21][CH3:22])=[O:19]. (6) Given the product [S:1]1[C:5]2[CH:6]=[CH:7][CH:8]=[CH:9][C:4]=2[N:3]=[C:2]1[C:10]1[C:11](=[O:26])[O:12][C:13]2[C:18]([CH:19]=1)=[CH:17][CH:16]=[C:15]([N:20]1[CH2:25][CH2:24][N:23]([CH2:34][CH2:35][OH:36])[CH2:22][CH2:21]1)[CH:14]=2, predict the reactants needed to synthesize it. The reactants are: [S:1]1[C:5]2[CH:6]=[CH:7][CH:8]=[CH:9][C:4]=2[N:3]=[C:2]1[C:10]1[C:11](=[O:26])[O:12][C:13]2[C:18]([CH:19]=1)=[CH:17][CH:16]=[C:15]([N:20]1[CH2:25][CH2:24][NH:23][CH2:22][CH2:21]1)[CH:14]=2.C(=O)([O-])[O-].[Cs+].[Cs+].I[CH2:34][CH2:35][OH:36].